This data is from Forward reaction prediction with 1.9M reactions from USPTO patents (1976-2016). The task is: Predict the product of the given reaction. (1) Given the reactants F[C:2]1[N:7]=[N:6][C:5]([N:8]([CH2:16][C:17]2([C:21]3[C:26]([F:27])=[CH:25][CH:24]=[CH:23][N:22]=3)[CH2:20][CH2:19][CH2:18]2)[C:9](=[O:15])[O:10][C:11]([CH3:14])([CH3:13])[CH3:12])=[CH:4][CH:3]=1.[C:28]([C:30]1[CH:34]=[CH:33][NH:32][CH:31]=1)#[N:29].C(=O)([O-])[O-].[K+].[K+].C(OCC)(=O)C, predict the reaction product. The product is: [C:28]([C:30]1[CH:34]=[CH:33][N:32]([C:2]2[N:7]=[N:6][C:5]([N:8]([CH2:16][C:17]3([C:21]4[C:26]([F:27])=[CH:25][CH:24]=[CH:23][N:22]=4)[CH2:20][CH2:19][CH2:18]3)[C:9](=[O:15])[O:10][C:11]([CH3:13])([CH3:12])[CH3:14])=[CH:4][CH:3]=2)[CH:31]=1)#[N:29]. (2) Given the reactants [NH:1]1[CH2:6][CH2:5][CH:4]([N:7]2[CH:11]=[N:10][NH:9][C:8]2=[O:12])[CH2:3][CH2:2]1.[Cl:13][C:14]1[N:18]2[CH:19]=[C:20]([C:27]3[CH:31]=[CH:30][O:29][CH:28]=3)[CH:21]=[C:22]([C:23]([F:26])([F:25])[F:24])[C:17]2=[N:16][C:15]=1[C:32](O)=[O:33].CN(C(ON1N=NC2C=CC=NC1=2)=[N+](C)C)C.F[P-](F)(F)(F)(F)F.CCN(C(C)C)C(C)C.Cl, predict the reaction product. The product is: [Cl:13][C:14]1[N:18]2[CH:19]=[C:20]([C:27]3[CH:31]=[CH:30][O:29][CH:28]=3)[CH:21]=[C:22]([C:23]([F:25])([F:24])[F:26])[C:17]2=[N:16][C:15]=1[C:32]([N:1]1[CH2:2][CH2:3][CH:4]([N:7]2[CH:11]=[N:10][NH:9][C:8]2=[O:12])[CH2:5][CH2:6]1)=[O:33]. (3) Given the reactants Cl[P:2]([CH3:4])[CH3:3].[O-:5]CC.[Na+].Br[CH2:10][C:11]1[CH:16]=[CH:15][CH:14]=[C:13]([N+:17]([O-:19])=[O:18])[CH:12]=1, predict the reaction product. The product is: [CH3:3][P:2](=[O:5])([CH3:4])[CH2:10][C:11]1[CH:16]=[CH:15][CH:14]=[C:13]([N+:17]([O-:19])=[O:18])[CH:12]=1. (4) Given the reactants [Br:1][C:2]1[N:7]=[C:6]([NH2:8])[CH:5]=[CH:4][CH:3]=1.C(=O)(O)[O-].[Na+].O.[C:15](Cl)(Cl)=[S:16], predict the reaction product. The product is: [Br:1][C:2]1[CH:3]=[CH:4][CH:5]=[C:6]([N:8]=[C:15]=[S:16])[N:7]=1. (5) Given the reactants C([O:8][C:9]1[C:14]([C:15]2[CH:20]=[CH:19][CH:18]=[CH:17][CH:16]=2)=[CH:13][CH:12]=[CH:11][C:10]=1[C:21]1[CH:26]=[CH:25][CH:24]=[C:23]([C:27]([C:29]2[CH:34]=[CH:33][CH:32]=[CH:31][C:30]=2[O:35][CH3:36])=[CH2:28])[CH:22]=1)C1C=CC=CC=1, predict the reaction product. The product is: [C:15]1([C:14]2[CH:13]=[CH:12][CH:11]=[C:10]([C:21]3[CH:26]=[CH:25][CH:24]=[C:23]([CH:27]([C:29]4[CH:34]=[CH:33][CH:32]=[CH:31][C:30]=4[O:35][CH3:36])[CH3:28])[CH:22]=3)[C:9]=2[OH:8])[CH:16]=[CH:17][CH:18]=[CH:19][CH:20]=1. (6) The product is: [NH2:23][C:13]1[CH:12]=[C:11]([C:2]([CH3:10])([CH3:1])[C:3]([O:5][C:6]([CH3:9])([CH3:8])[CH3:7])=[O:4])[CH:16]=[C:15]([C:17]2[CH:22]=[CH:21][N:20]=[CH:19][CH:18]=2)[CH:14]=1. Given the reactants [CH3:1][C:2]([C:11]1[CH:16]=[C:15]([C:17]2[CH:22]=[CH:21][N:20]=[CH:19][CH:18]=2)[CH:14]=[C:13]([N+:23]([O-])=O)[CH:12]=1)([CH3:10])[C:3]([O:5][C:6]([CH3:9])([CH3:8])[CH3:7])=[O:4], predict the reaction product.